Dataset: Peptide-MHC class I binding affinity with 185,985 pairs from IEDB/IMGT. Task: Regression. Given a peptide amino acid sequence and an MHC pseudo amino acid sequence, predict their binding affinity value. This is MHC class I binding data. (1) The peptide sequence is LSDLCNFLV. The MHC is HLA-A02:19 with pseudo-sequence HLA-A02:19. The binding affinity (normalized) is 0.0847. (2) The peptide sequence is SQWDDPWGEVL. The MHC is Mamu-A07 with pseudo-sequence Mamu-A07. The binding affinity (normalized) is 0. (3) The peptide sequence is LPPFTQHLL. The MHC is HLA-B35:01 with pseudo-sequence HLA-B35:01. The binding affinity (normalized) is 0.493.